Dataset: Peptide-MHC class II binding affinity with 134,281 pairs from IEDB. Task: Regression. Given a peptide amino acid sequence and an MHC pseudo amino acid sequence, predict their binding affinity value. This is MHC class II binding data. (1) The peptide sequence is MIMIKFMGVIYIMII. The MHC is DRB1_0401 with pseudo-sequence DRB1_0401. The binding affinity (normalized) is 0.469. (2) The peptide sequence is AAFTSSSKAATAKAP. The MHC is HLA-DPA10103-DPB10401 with pseudo-sequence HLA-DPA10103-DPB10401. The binding affinity (normalized) is 0.186. (3) The peptide sequence is YFVAILDYLNHMAKE. The MHC is HLA-DPA10201-DPB10101 with pseudo-sequence HLA-DPA10201-DPB10101. The binding affinity (normalized) is 0.544. (4) The peptide sequence is KYRWLNLSANGDLRL. The MHC is DRB1_0701 with pseudo-sequence DRB1_0701. The binding affinity (normalized) is 0.979. (5) The peptide sequence is SQWGWCGSTDEYCSP. The MHC is DRB1_1201 with pseudo-sequence DRB1_1201. The binding affinity (normalized) is 0. (6) The peptide sequence is PEQPQQSFPEQERP. The MHC is DRB1_0401 with pseudo-sequence DRB1_0401. The binding affinity (normalized) is 0. (7) The peptide sequence is TATAAVGAATGAATA. The MHC is HLA-DQA10102-DQB10502 with pseudo-sequence HLA-DQA10102-DQB10502. The binding affinity (normalized) is 0.319.